This data is from CYP2D6 substrate classification data from Carbon-Mangels et al.. The task is: Regression/Classification. Given a drug SMILES string, predict its absorption, distribution, metabolism, or excretion properties. Task type varies by dataset: regression for continuous measurements (e.g., permeability, clearance, half-life) or binary classification for categorical outcomes (e.g., BBB penetration, CYP inhibition). Dataset: cyp2d6_substrate_carbonmangels. (1) The molecule is CO[C@H]1C[C@@H]2CC[C@@H](C)[C@@](O)(O2)C(=O)C(=O)N2CCCC[C@H]2C(=O)O[C@H]([C@H](C)C[C@@H]2CC[C@@H](OCCO)[C@H](OC)C2)CC(=O)[C@H](C)C=C(C)[C@@H](O)[C@@H](OC)C(=O)[C@H](C)C[C@H](C)C=CC=CC=C1C. The result is 0 (non-substrate). (2) The drug is CCOc1cc(CC(=O)N[C@@H](CC(C)C)c2ccccc2N2CCCCC2)ccc1C(=O)O. The result is 0 (non-substrate). (3) The molecule is CCOC(=O)C1=C(C)NC(C)=C(C(=O)OCC)C1c1ccccc1/C=C\C(=O)OC(C)(C)C. The result is 0 (non-substrate). (4) The drug is CC(=O)NC[C@H]1CN(c2ccc(N3CCOCC3)c(F)c2)C(=O)O1. The result is 0 (non-substrate).